This data is from Forward reaction prediction with 1.9M reactions from USPTO patents (1976-2016). The task is: Predict the product of the given reaction. Given the reactants [CH3:1][O:2][C:3](=[O:44])[CH2:4][O:5][C:6]1[CH:11]=[CH:10][C:9]([O:12][CH2:13]/[CH:14]=[CH:15]/[C:16]#[C:17][C:18]2[CH:23]=[CH:22][C:21]([C:24]#[C:25]/[CH:26]=[CH:27]/[CH2:28][O:29][C:30]3[CH:35]=[CH:34][C:33]([O:36][CH2:37][C:38]([O:40]C)=[O:39])=[C:32]([CH3:42])[CH:31]=3)=[CH:20][CH:19]=2)=[CH:8][C:7]=1[CH3:43].[OH-].[Na+].O.Cl, predict the reaction product. The product is: [CH3:1][O:2][C:3]([CH2:4][O:5][C:6]1[CH:11]=[CH:10][C:9]([O:12][CH2:13]/[CH:14]=[CH:15]/[C:16]#[C:17][C:18]2[CH:23]=[CH:22][C:21]([C:24]#[C:25]/[CH:26]=[CH:27]/[CH2:28][O:29][C:30]3[CH:35]=[CH:34][C:33]([O:36][CH2:37][C:38]([OH:40])=[O:39])=[C:32]([CH3:42])[CH:31]=3)=[CH:20][CH:19]=2)=[CH:8][C:7]=1[CH3:43])=[O:44].